Predict the reaction yield, written as a fraction of the theoretical maximum amount of product (1.0 means a 100% yield; for example, 0.34 means a 34% yield). From a dataset of Reaction yield outcomes from USPTO patents with 853,638 reactions. (1) The reactants are [NH2:1][C:2]1[CH:7]=[CH:6][CH:5]=[CH:4][N:3]=1.[CH2:8]=O.[C:10]([C:12]1[CH:22]=[CH:21][C:15]2[N:16]=[C:17]([S:19][CH3:20])[S:18][C:14]=2[CH:13]=1)#[CH:11]. The catalyst is C1(C)C=CC=CC=1.Cl[Cu].C(S([O-])(=O)=O)(F)(F)F.C(S([O-])(=O)=O)(F)(F)F.[Cu+2]. The product is [N:1]1[CH:8]=[C:11]([CH2:10][C:12]2[CH:22]=[CH:21][C:15]3[N:16]=[C:17]([S:19][CH3:20])[S:18][C:14]=3[CH:13]=2)[N:3]2[CH:4]=[CH:5][CH:6]=[CH:7][C:2]=12. The yield is 0.380. (2) The reactants are Br[C:2]1[CH:10]=[C:9]2[C:5]([C:6]([C:17]#[N:18])=[N:7][N:8]2[CH:11]2[CH2:16][CH2:15][CH2:14][CH2:13][O:12]2)=[CH:4][CH:3]=1.[F:19][C:20]1[C:21]([O:40][CH3:41])=[CH:22][C:23]([CH2:35][C:36]([F:39])([F:38])[F:37])=[C:24](B2OC(C)(C)C(C)(C)O2)[CH:25]=1.P([O-])([O-])([O-])=O.[K+].[K+].[K+]. The catalyst is O1CCOCC1.O.[Pd].C1(P(C2C=CC=CC=2)C2C=CC=CC=2)C=CC=CC=1.C1(P(C2C=CC=CC=2)C2C=CC=CC=2)C=CC=CC=1.C1(P(C2C=CC=CC=2)C2C=CC=CC=2)C=CC=CC=1.C1(P(C2C=CC=CC=2)C2C=CC=CC=2)C=CC=CC=1. The product is [F:19][C:20]1[C:21]([O:40][CH3:41])=[CH:22][C:23]([CH2:35][C:36]([F:39])([F:38])[F:37])=[C:24]([C:2]2[CH:10]=[C:9]3[C:5]([C:6]([C:17]#[N:18])=[N:7][N:8]3[CH:11]3[CH2:16][CH2:15][CH2:14][CH2:13][O:12]3)=[CH:4][CH:3]=2)[CH:25]=1. The yield is 0.310. (3) The reactants are [C:1]([O:7][CH2:8][N:9]1[C:13]2[N:14]=[CH:15][N:16]=[C:17]([C:18]3[CH:19]=[N:20][N:21]([C@@H:23]([CH:28]4[CH2:32][CH2:31][CH2:30][CH2:29]4)[CH2:24][C:25]([NH2:27])=O)[CH:22]=3)[C:12]=2[CH:11]=[CH:10]1)(=[O:6])[C:2]([CH3:5])([CH3:4])[CH3:3].CN(C)C=O.C(N(CC)CC)C.ClC(Cl)(Cl)C(Cl)=O. The catalyst is [Cl-].[Na+].O.C(OCC)(=O)C. The product is [C:1]([O:7][CH2:8][N:9]1[C:13]2[N:14]=[CH:15][N:16]=[C:17]([C:18]3[CH:19]=[N:20][N:21]([C@@H:23]([CH:28]4[CH2:32][CH2:31][CH2:30][CH2:29]4)[CH2:24][C:25]#[N:27])[CH:22]=3)[C:12]=2[CH:11]=[CH:10]1)(=[O:6])[C:2]([CH3:4])([CH3:5])[CH3:3]. The yield is 0.702. (4) The reactants are [Cl:1][C:2]1[CH:14]=[CH:13][C:5]2[N:6](C)[C:7](=O)[O:8][C:9](=[O:10])[C:4]=2[CH:3]=1.Cl. The catalyst is [OH-].[K+]. The product is [Cl:1][C:2]1[CH:14]=[CH:13][C:5]([NH:6][CH3:7])=[C:4]([CH:3]=1)[C:9]([OH:10])=[O:8]. The yield is 0.950. (5) The reactants are S(Cl)(Cl)=O.[NH2:5][C@@:6]1([C:26]([OH:28])=[O:27])[C@H:11]([O:12][CH2:13][C:14]2[CH:19]=[CH:18][C:17]([Cl:20])=[C:16]([Cl:21])[CH:15]=2)[CH2:10][C@@H:9]2[C@H:7]1[C@@:8]2([F:25])[C:22]([OH:24])=[O:23].[F:29][C:30]1[CH:37]=[CH:36][C:33]([CH2:34]O)=[CH:32][CH:31]=1. No catalyst specified. The product is [F:29][C:30]1[CH:37]=[CH:36][C:33]([CH2:34][O:23][C:22]([C@:8]2([F:25])[C@@H:7]3[C@H:9]2[CH2:10][C@@H:11]([O:12][CH2:13][C:14]2[CH:19]=[CH:18][C:17]([Cl:20])=[C:16]([Cl:21])[CH:15]=2)[C@@:6]3([NH2:5])[C:26]([OH:28])=[O:27])=[O:24])=[CH:32][CH:31]=1. The yield is 0.700. (6) The reactants are [CH3:1][O:2][CH2:3][C@H:4]([CH3:35])[O:5][C:6]1[CH:7]=[C:8]([C:23]2[N:24]([C:28]([O:30][C:31]([CH3:34])([CH3:33])[CH3:32])=[O:29])[CH:25]=[CH:26][CH:27]=2)[CH:9]=[C:10]([O:12][C:13]2[CH:18]=[CH:17][C:16]([S:19]([CH3:22])(=[O:21])=[O:20])=[CH:15][CH:14]=2)[CH:11]=1.[Br:36]N1C(=O)CCC1=O.O. The catalyst is O1CCCC1. The product is [Br:36][C:25]1[N:24]([C:28]([O:30][C:31]([CH3:34])([CH3:33])[CH3:32])=[O:29])[C:23]([C:8]2[CH:9]=[C:10]([O:12][C:13]3[CH:18]=[CH:17][C:16]([S:19]([CH3:22])(=[O:21])=[O:20])=[CH:15][CH:14]=3)[CH:11]=[C:6]([O:5][C@@H:4]([CH3:35])[CH2:3][O:2][CH3:1])[CH:7]=2)=[CH:27][CH:26]=1. The yield is 0.940. (7) The reactants are C([O:3][C:4]([C:6]1([CH:13]=[CH2:14])[CH2:11][CH2:10][C:9](=[O:12])[CH2:8][CH2:7]1)=[O:5])C.O.[OH-].[Li+]. The catalyst is O1CCOCC1.O. The product is [O:12]=[C:9]1[CH2:8][CH2:7][C:6]([CH:13]=[CH2:14])([C:4]([OH:5])=[O:3])[CH2:11][CH2:10]1. The yield is 0.970.